From a dataset of NCI-60 drug combinations with 297,098 pairs across 59 cell lines. Regression. Given two drug SMILES strings and cell line genomic features, predict the synergy score measuring deviation from expected non-interaction effect. (1) Drug 1: CC1=C(C=C(C=C1)NC(=O)C2=CC=C(C=C2)CN3CCN(CC3)C)NC4=NC=CC(=N4)C5=CN=CC=C5. Drug 2: CC1C(C(CC(O1)OC2CC(OC(C2O)C)OC3=CC4=CC5=C(C(=O)C(C(C5)C(C(=O)C(C(C)O)O)OC)OC6CC(C(C(O6)C)O)OC7CC(C(C(O7)C)O)OC8CC(C(C(O8)C)O)(C)O)C(=C4C(=C3C)O)O)O)O. Cell line: OVCAR-5. Synergy scores: CSS=12.0, Synergy_ZIP=3.04, Synergy_Bliss=-0.751, Synergy_Loewe=-43.2, Synergy_HSA=-3.67. (2) Drug 1: CCC(=C(C1=CC=CC=C1)C2=CC=C(C=C2)OCCN(C)C)C3=CC=CC=C3.C(C(=O)O)C(CC(=O)O)(C(=O)O)O. Drug 2: CC1=C2C(C(=O)C3(C(CC4C(C3C(C(C2(C)C)(CC1OC(=O)C(C(C5=CC=CC=C5)NC(=O)C6=CC=CC=C6)O)O)OC(=O)C7=CC=CC=C7)(CO4)OC(=O)C)O)C)OC(=O)C. Cell line: SNB-75. Synergy scores: CSS=29.2, Synergy_ZIP=9.10, Synergy_Bliss=14.1, Synergy_Loewe=9.20, Synergy_HSA=14.1. (3) Drug 1: C1=CC(=CC=C1CC(C(=O)O)N)N(CCCl)CCCl.Cl. Drug 2: CS(=O)(=O)CCNCC1=CC=C(O1)C2=CC3=C(C=C2)N=CN=C3NC4=CC(=C(C=C4)OCC5=CC(=CC=C5)F)Cl. Cell line: DU-145. Synergy scores: CSS=13.1, Synergy_ZIP=-0.131, Synergy_Bliss=4.10, Synergy_Loewe=-1.25, Synergy_HSA=0.231. (4) Drug 1: C1CCC(C1)C(CC#N)N2C=C(C=N2)C3=C4C=CNC4=NC=N3. Drug 2: CC1=C(C(=O)C2=C(C1=O)N3CC4C(C3(C2COC(=O)N)OC)N4)N. Cell line: HCC-2998. Synergy scores: CSS=22.6, Synergy_ZIP=3.08, Synergy_Bliss=0.238, Synergy_Loewe=-20.6, Synergy_HSA=-2.96. (5) Drug 1: CC1=C(C=C(C=C1)NC2=NC=CC(=N2)N(C)C3=CC4=NN(C(=C4C=C3)C)C)S(=O)(=O)N.Cl. Drug 2: CC(CN1CC(=O)NC(=O)C1)N2CC(=O)NC(=O)C2. Cell line: OVCAR-4. Synergy scores: CSS=7.04, Synergy_ZIP=-3.50, Synergy_Bliss=-2.47, Synergy_Loewe=-0.721, Synergy_HSA=-0.871. (6) Drug 1: CCC(=C(C1=CC=CC=C1)C2=CC=C(C=C2)OCCN(C)C)C3=CC=CC=C3.C(C(=O)O)C(CC(=O)O)(C(=O)O)O. Drug 2: C(CN)CNCCSP(=O)(O)O. Cell line: LOX IMVI. Synergy scores: CSS=8.49, Synergy_ZIP=-2.45, Synergy_Bliss=0.307, Synergy_Loewe=-9.78, Synergy_HSA=-2.61.